Dataset: Experimentally validated miRNA-target interactions with 360,000+ pairs, plus equal number of negative samples. Task: Binary Classification. Given a miRNA mature sequence and a target amino acid sequence, predict their likelihood of interaction. (1) The miRNA is hsa-miR-4434 with sequence AGGAGAAGUAAAGUAGAA. The protein sequence of the target gene is MEVAPEQPRWMAHPAVLNAQHPDSHHPGLAHNYMEPAQLLPPDEVDVFFNHLDSQGNPYYANPAHARARVSYSPAHARLTGGQMCRPHLLHSPGLPWLDGGKAALSAAAAHHHNPWTVSPFSKTPLHPSAAGGPGGPLSVYPGAGGGSGGGSGSSVASLTPTAAHSGSHLFGFPPTPPKEVSPDPSTTGAASPASSSAGGSAARGEDKDGVKYQVSLTESMKMESGSPLRPGLATMGTQPATHHPIPTYPSYVPAAAHDYSSGLFHPGGFLGGPASSFTPKQRSKARSCSEGRECVNCGA.... Result: 1 (interaction). (2) The miRNA is hsa-miR-6072 with sequence UCCUCAUCACACUGCACCUUAG. The protein sequence of the target gene is MTWRAAASTCAALLILLWALTTEGDLKVEMMAGGTQITPLNDNVTIFCNIFYSQPLNITSMGITWFWKSLTFDKEVKVFEFFGDHQEAFRPGAIVSPWRLKSGDASLRLPGIQLEEAGEYRCEVVVTPLKAQGTVQLEVVASPASRLLLDQVGMKENEDKYMCESSGFYPEAINITWEKQTQKFPHPIEISEDVITGPTIKNMDGTFNVTSCLKLNSSQEDPGTVYQCVVRHASLHTPLRSNFTLTAARHSLSETEKTDNFSIHWWPISFIGVGLVLLIVLIPWKKICNKSSSAYTPLKC.... Result: 1 (interaction). (3) The miRNA is hsa-miR-615-3p with sequence UCCGAGCCUGGGUCUCCCUCUU. The protein sequence of the target gene is MAGARRLELGEALALGSGWRHACHALLYAPDPGMLFGRIPLRYAILMQMRFDGRLGFPGGFVDTQDRSLEDGLNRELREELGEAAAAFRVERTDYRSSHVGSGPRVVAHFYAKRLTLEELLAVEAGATRAKDHGLEVLGLVRVPLYTLRDGVGGLPTFLENSFIGSAREQLLEALQDLGLLQSGSISGLKIPAHH. Result: 1 (interaction). (4) The miRNA is mmu-miR-130a-3p with sequence CAGUGCAAUGUUAAAAGGGCAU. The protein sequence of the target gene is MLRVLPRALRLPCSWRFSGARDCASHATTRTPEIQVQALTGPNQGITEILMNRPNARNALGNVFVSELLEALAQLREDQQVRVLLFRSAVKGVFCAGADLKEREQMSDVEVGTFVQRLRGLMSEIAAFPVPTIAAMDGFALGGGLELALACDLRIAASSAVMGLIETTRGLLPGAGGTQRLPRCLGVALAKELIFTGRRLNGAQARELGLVNHAVAQNEEGNAAYHRALALAQEILPQAPIAVRLGKVAIDRGMEVDIASGMAIEQMCYAQNIPTQDRLEGMAAFREKRAPKFVGK. Result: 0 (no interaction).